This data is from Reaction yield outcomes from USPTO patents with 853,638 reactions. The task is: Predict the reaction yield, written as a fraction of the theoretical maximum amount of product (1.0 means a 100% yield; for example, 0.34 means a 34% yield). (1) The reactants are O[C:2]1[N:7]2[N:8]=[CH:9][CH:10]=[C:6]2[N:5]=[CH:4][C:3]=1[C:11]([O:13][CH2:14][CH3:15])=[O:12].[Cl:16][C:17]1[CH:23]=[CH:22][C:20]([NH2:21])=[C:19]([CH3:24])[CH:18]=1. No catalyst specified. The product is [Cl:16][C:17]1[CH:23]=[CH:22][C:20]([NH:21][C:2]2[N:7]3[N:8]=[CH:9][CH:10]=[C:6]3[N:5]=[CH:4][C:3]=2[C:11]([O:13][CH2:14][CH3:15])=[O:12])=[C:19]([CH3:24])[CH:18]=1. The yield is 0.480. (2) The reactants are [NH2:1][CH2:2][C:3]1[N:4]=[C:5]([NH:8][C:9]([NH:11][C:12]2[CH:17]=[CH:16][C:15]([CH3:18])=[CH:14][C:13]=2[C:19]([CH:21]2[CH2:25][CH2:24][CH2:23][CH2:22]2)=[O:20])=[O:10])[S:6][CH:7]=1.[C:26](Cl)(=[O:28])[CH3:27]. No catalyst specified. The product is [CH:21]1([C:19]([C:13]2[CH:14]=[C:15]([CH3:18])[CH:16]=[CH:17][C:12]=2[NH:11][C:9](=[O:10])[NH:8][C:5]2[S:6][CH:7]=[C:3]([CH2:2][NH:1][C:26](=[O:28])[CH3:27])[N:4]=2)=[O:20])[CH2:25][CH2:24][CH2:23][CH2:22]1. The yield is 0.880. (3) The reactants are [C:1]([O:7][CH2:8][C:9]([F:15])([F:14])[S:10]([O-:13])(=[O:12])=[O:11])(=[O:6])[CH2:2][CH2:3][CH2:4][CH3:5].[Na+].[Cl-].[C:18]1([S+:24]([C:31]2[CH:36]=[CH:35][CH:34]=[CH:33][CH:32]=2)[C:25]2[CH:30]=[CH:29][CH:28]=[CH:27][CH:26]=2)[CH:23]=[CH:22][CH:21]=[CH:20][CH:19]=1. The catalyst is O. The product is [C:1]([O:7][CH2:8][C:9]([F:15])([F:14])[S:10]([O-:13])(=[O:11])=[O:12])(=[O:6])[CH2:2][CH2:3][CH2:4][CH3:5].[C:31]1([S+:24]([C:18]2[CH:19]=[CH:20][CH:21]=[CH:22][CH:23]=2)[C:25]2[CH:30]=[CH:29][CH:28]=[CH:27][CH:26]=2)[CH:32]=[CH:33][CH:34]=[CH:35][CH:36]=1. The yield is 0.640.